This data is from Full USPTO retrosynthesis dataset with 1.9M reactions from patents (1976-2016). The task is: Predict the reactants needed to synthesize the given product. (1) Given the product [O:2]=[C:3]1[NH:8][C:7]([NH:30][C:31]2[CH:36]=[CH:35][N:34]=[CH:33][CH:32]=2)=[N:6][C:5]([C:13]2[CH:29]=[CH:28][C:16]3[NH:17][C:18]([NH:20][C:21]([C:23]4[S:24][CH:25]=[CH:26][CH:27]=4)=[O:22])=[N:19][C:15]=3[CH:14]=2)=[CH:4]1, predict the reactants needed to synthesize it. The reactants are: C[O:2][C:3]1[N:8]=[C:7](S(C)(=O)=O)[N:6]=[C:5]([C:13]2[CH:29]=[CH:28][C:16]3[NH:17][C:18]([NH:20][C:21]([C:23]4[S:24][CH:25]=[CH:26][CH:27]=4)=[O:22])=[N:19][C:15]=3[CH:14]=2)[CH:4]=1.[NH2:30][C:31]1[CH:36]=[CH:35][N:34]=[CH:33][CH:32]=1. (2) Given the product [F:9][C:10]1[CH:15]=[CH:14][C:13]([C:7]2[C:2]([NH2:1])=[N:3][CH:4]=[CH:5][N:6]=2)=[CH:12][CH:11]=1, predict the reactants needed to synthesize it. The reactants are: [NH2:1][C:2]1[C:7](Cl)=[N:6][CH:5]=[CH:4][N:3]=1.[F:9][C:10]1[CH:15]=[CH:14][C:13](B(O)O)=[CH:12][CH:11]=1. (3) Given the product [C:1]([O:5][C:6]([N:8]1[C:16]2[C:11](=[CH:12][CH:13]=[C:14]([O:17][CH2:50][CH2:49][CH2:48][Br:47])[CH:15]=2)[CH:10]=[C:9]1[C:18]1[C:19]2[S:32][C:31]([C:33]3[CH:38]=[CH:37][CH:36]=[C:35]([O:39][CH3:40])[CH:34]=3)=[CH:30][C:20]=2[N:21]([C:23]([O:25][C:26]([CH3:29])([CH3:28])[CH3:27])=[O:24])[N:22]=1)=[O:7])([CH3:2])([CH3:3])[CH3:4], predict the reactants needed to synthesize it. The reactants are: [C:1]([O:5][C:6]([N:8]1[C:16]2[C:11](=[CH:12][CH:13]=[C:14]([OH:17])[CH:15]=2)[CH:10]=[C:9]1[C:18]1[C:19]2[S:32][C:31]([C:33]3[CH:38]=[CH:37][CH:36]=[C:35]([O:39][CH3:40])[CH:34]=3)=[CH:30][C:20]=2[N:21]([C:23]([O:25][C:26]([CH3:29])([CH3:28])[CH3:27])=[O:24])[N:22]=1)=[O:7])([CH3:4])([CH3:3])[CH3:2].C(=O)([O-])[O-].[Cs+].[Cs+].[Br:47][CH2:48][CH2:49][CH2:50]Br. (4) Given the product [CH2:1]([N:8]1[CH2:19][CH:18]2[CH2:20][CH:10]([CH2:11][C:12]3[CH:13]=[C:14]([O:21][CH:23]([F:25])[F:24])[CH:15]=[CH:16][C:17]=32)[CH2:9]1)[C:2]1[CH:3]=[CH:4][CH:5]=[CH:6][CH:7]=1, predict the reactants needed to synthesize it. The reactants are: [CH2:1]([N:8]1[CH2:19][CH:18]2[CH2:20][CH:10]([CH2:11][C:12]3[CH:13]=[C:14]([OH:21])[CH:15]=[CH:16][C:17]=32)[CH2:9]1)[C:2]1[CH:7]=[CH:6][CH:5]=[CH:4][CH:3]=1.O.[CH:23](Cl)([F:25])[F:24].[OH-].[K+].